From a dataset of Full USPTO retrosynthesis dataset with 1.9M reactions from patents (1976-2016). Predict the reactants needed to synthesize the given product. (1) Given the product [Br:21][CH2:14][C:13]([C:9]1[C:10]([CH3:12])=[CH:11][C:6]([O:5][C:4]2[CH:17]=[C:18]([CH3:20])[CH:19]=[C:2]([CH3:1])[CH:3]=2)=[CH:7][C:8]=1[CH3:16])=[O:15], predict the reactants needed to synthesize it. The reactants are: [CH3:1][C:2]1[CH:3]=[C:4]([CH:17]=[C:18]([CH3:20])[CH:19]=1)[O:5][C:6]1[CH:11]=[C:10]([CH3:12])[C:9]([C:13](=[O:15])[CH3:14])=[C:8]([CH3:16])[CH:7]=1.[Br-:21].[Br-].[Br-].C([N+](CCCC)(CCCC)CCCC)CCC.C([N+](CCCC)(CCCC)CCCC)CCC.C([N+](CCCC)(CCCC)CCCC)CCC. (2) Given the product [C:9]([O:13][C:14](=[O:48])[NH:15][C:16]1([C:20]2[CH:21]=[CH:22][C:23]([C:26]3[C:35](=[O:36])[C:34]4[C:29](=[C:30]([NH:40][CH3:41])[C:31]([NH2:37])=[CH:32][CH:33]=4)[O:28][C:27]=3[C:42]3[CH:47]=[CH:46][CH:45]=[CH:44][CH:43]=3)=[CH:24][CH:25]=2)[CH2:17][CH2:18][CH2:19]1)([CH3:12])([CH3:10])[CH3:11], predict the reactants needed to synthesize it. The reactants are: C(OC(=O)N)(C)(C)C.[C:9]([O:13][C:14](=[O:48])[NH:15][C:16]1([C:20]2[CH:25]=[CH:24][C:23]([C:26]3[C:35](=[O:36])[C:34]4[C:29](=[C:30]([NH:40][CH3:41])[C:31]([N+:37]([O-])=O)=[CH:32][CH:33]=4)[O:28][C:27]=3[C:42]3[CH:47]=[CH:46][CH:45]=[CH:44][CH:43]=3)=[CH:22][CH:21]=2)[CH2:19][CH2:18][CH2:17]1)([CH3:12])([CH3:11])[CH3:10]. (3) Given the product [CH3:24][O:23][C:21]1[CH:20]=[CH:19][C:15]2[N:16]=[C:17]([CH3:18])[C:12]3[N:13]([C:9]([C:4]4[CH:5]=[CH:6][C:7]([O:28][C:27]([F:39])([F:38])[F:26])=[CH:2][CH:3]=4)=[N:10][C:11]=3[CH3:25])[C:14]=2[N:22]=1, predict the reactants needed to synthesize it. The reactants are: Cl[C:2]1[CH:3]=[C:4]([C:9]2[N:13]3[C:14]4[N:22]=[C:21]([O:23][CH3:24])[CH:20]=[CH:19][C:15]=4[N:16]=[C:17]([CH3:18])[C:12]3=[C:11]([CH3:25])[N:10]=2)[CH:5]=[C:6](Cl)[CH:7]=1.[F:26][C:27]([F:39])([F:38])[O:28]C1C=CC(B(O)O)=CC=1.C([O-])([O-])=O.[K+].[K+]. (4) Given the product [Cl:14][C:15]1[CH:34]=[CH:33][C:18]([NH:19][C:20]2[C:29]3[C:24](=[CH:25][C:26]([O:5][CH2:6][C:7]4[CH:12]=[CH:11][N:10]=[C:9]([CH3:13])[CH:8]=4)=[C:27]([O:30][CH3:31])[CH:28]=3)[N:23]=[CH:22][N:21]=2)=[C:17]([F:35])[CH:16]=1, predict the reactants needed to synthesize it. The reactants are: S(Cl)(Cl)=O.[OH:5][CH2:6][C:7]1[CH:12]=[CH:11][N:10]=[C:9]([CH3:13])[CH:8]=1.[Cl:14][C:15]1[CH:34]=[CH:33][C:18]([NH:19][C:20]2[C:29]3[C:24](=[CH:25][C:26](O)=[C:27]([O:30][CH3:31])[CH:28]=3)[N:23]=[CH:22][N:21]=2)=[C:17]([F:35])[CH:16]=1.C(=O)([O-])[O-].[K+].[K+]. (5) Given the product [CH3:17][O:6][C:4](=[O:5])[C:3]1[CH:7]=[C:8]([OH:11])[CH:9]=[CH:10][C:2]=1[Br:1], predict the reactants needed to synthesize it. The reactants are: [Br:1][C:2]1[CH:10]=[CH:9][C:8]([O:11]C)=[CH:7][C:3]=1[C:4]([OH:6])=[O:5].B(Br)(Br)Br.[CH3:17]O.S(=O)(=O)(O)O.